Regression. Given two drug SMILES strings and cell line genomic features, predict the synergy score measuring deviation from expected non-interaction effect. From a dataset of NCI-60 drug combinations with 297,098 pairs across 59 cell lines. (1) Drug 1: CN1CCC(CC1)COC2=C(C=C3C(=C2)N=CN=C3NC4=C(C=C(C=C4)Br)F)OC. Drug 2: C1CN(P(=O)(OC1)NCCCl)CCCl. Cell line: EKVX. Synergy scores: CSS=18.4, Synergy_ZIP=-4.22, Synergy_Bliss=2.34, Synergy_Loewe=-50.4, Synergy_HSA=1.44. (2) Drug 1: CNC(=O)C1=NC=CC(=C1)OC2=CC=C(C=C2)NC(=O)NC3=CC(=C(C=C3)Cl)C(F)(F)F. Drug 2: C1CN(CCN1C(=O)CCBr)C(=O)CCBr. Cell line: M14. Synergy scores: CSS=2.65, Synergy_ZIP=0.272, Synergy_Bliss=6.55, Synergy_Loewe=-5.62, Synergy_HSA=-1.53. (3) Drug 1: CC12CCC(CC1=CCC3C2CCC4(C3CC=C4C5=CN=CC=C5)C)O. Drug 2: C1CCC(CC1)NC(=O)N(CCCl)N=O. Cell line: HCT116. Synergy scores: CSS=22.9, Synergy_ZIP=-3.66, Synergy_Bliss=-7.14, Synergy_Loewe=-8.70, Synergy_HSA=-5.92. (4) Drug 1: C1=C(C(=O)NC(=O)N1)F. Drug 2: C1=NC2=C(N1)C(=S)N=C(N2)N. Cell line: HCT-15. Synergy scores: CSS=54.8, Synergy_ZIP=-5.14, Synergy_Bliss=-5.63, Synergy_Loewe=-2.96, Synergy_HSA=0.874. (5) Drug 1: CN(CC1=CN=C2C(=N1)C(=NC(=N2)N)N)C3=CC=C(C=C3)C(=O)NC(CCC(=O)O)C(=O)O. Drug 2: CC1=C(C(=O)C2=C(C1=O)N3CC4C(C3(C2COC(=O)N)OC)N4)N. Cell line: CCRF-CEM. Synergy scores: CSS=58.4, Synergy_ZIP=-4.13, Synergy_Bliss=-7.46, Synergy_Loewe=-10.3, Synergy_HSA=-4.94. (6) Cell line: SN12C. Drug 1: CN(C)C1=NC(=NC(=N1)N(C)C)N(C)C. Synergy scores: CSS=14.9, Synergy_ZIP=-3.30, Synergy_Bliss=-2.53, Synergy_Loewe=-30.2, Synergy_HSA=-3.19. Drug 2: CCC1(CC2CC(C3=C(CCN(C2)C1)C4=CC=CC=C4N3)(C5=C(C=C6C(=C5)C78CCN9C7C(C=CC9)(C(C(C8N6C)(C(=O)OC)O)OC(=O)C)CC)OC)C(=O)OC)O.OS(=O)(=O)O. (7) Synergy scores: CSS=-0.341, Synergy_ZIP=-5.72, Synergy_Bliss=-13.8, Synergy_Loewe=-39.1, Synergy_HSA=-14.8. Cell line: BT-549. Drug 1: CC1C(C(CC(O1)OC2CC(CC3=C2C(=C4C(=C3O)C(=O)C5=C(C4=O)C(=CC=C5)OC)O)(C(=O)C)O)N)O.Cl. Drug 2: C1=CN(C=N1)CC(O)(P(=O)(O)O)P(=O)(O)O. (8) Drug 1: C1CC(=O)NC(=O)C1N2CC3=C(C2=O)C=CC=C3N. Drug 2: CS(=O)(=O)OCCCCOS(=O)(=O)C. Cell line: TK-10. Synergy scores: CSS=0.716, Synergy_ZIP=0.0388, Synergy_Bliss=2.78, Synergy_Loewe=-0.0736, Synergy_HSA=0.267.